Dataset: Experimentally validated miRNA-target interactions with 360,000+ pairs, plus equal number of negative samples. Task: Binary Classification. Given a miRNA mature sequence and a target amino acid sequence, predict their likelihood of interaction. The miRNA is mmu-miR-466c-3p with sequence AUACAUACACGCACACAUAAGA. The protein sequence of the target gene is MRLSKIQPHQSGTLLLLLLSNLLMWENVASVPRCIMEDGGCQKVLNYIFNMTSTISENFNNLSSETLNDFDTEYDPHQKFQNRPTMTCHTSSRSVPNNKRKAERMRPVVLLNVTIRMLAAWKNLLHHVENNMADLDGTPYVIISKVKLIDRQIKKLTKNLQNIKTILSQVNPDLKKNEDYPAWSGEPYVQQSKRRVQLFGLHSLFFCLNNDAQKVSDFISILRDQIVPNQ. Result: 1 (interaction).